This data is from Catalyst prediction with 721,799 reactions and 888 catalyst types from USPTO. The task is: Predict which catalyst facilitates the given reaction. (1) Product: [Cl:1][C:2]1[CH:11]=[CH:10][C:9]([NH:12][CH3:13])=[CH:8][C:3]=1[C:4]([O:6][CH3:7])=[O:5]. The catalyst class is: 10. Reactant: [Cl:1][C:2]1[CH:11]=[CH:10][C:9]([NH2:12])=[CH:8][C:3]=1[C:4]([O:6][CH3:7])=[O:5].[C:13](=O)([O-])[O-].[K+].[K+].CI. (2) Reactant: [ClH:1].[CH2:2]([N:9]1[C:16](=[O:17])[C@@H:15]2[C@@H:11]([CH2:12][N:13](CC3C=CC=CC=3)[CH2:14]2)[C:10]1=[O:25])[C:3]1[CH:8]=[CH:7][CH:6]=[CH:5][CH:4]=1.N#N. Product: [ClH:1].[CH2:2]([N:9]1[C:10](=[O:25])[C@@H:11]2[C@@H:15]([CH2:14][NH:13][CH2:12]2)[C:16]1=[O:17])[C:3]1[CH:4]=[CH:5][CH:6]=[CH:7][CH:8]=1. The catalyst class is: 838. (3) Product: [Cl:2][C:3]1[CH:8]=[CH:7][CH:6]=[CH:5][C:4]=1[N:9]1[CH2:14][CH2:13][N:12]([C:30]([C:29]2[CH:33]=[CH:34][C:35]([Cl:37])=[CH:36][C:28]=2[Cl:27])=[O:31])[CH2:11][C:10]1=[O:15]. Reactant: Cl.[Cl:2][C:3]1[CH:8]=[CH:7][CH:6]=[CH:5][C:4]=1[N:9]1[CH2:14][CH2:13][NH:12][CH2:11][C:10]1=[O:15].CN(C)CCCN=C=NCC.[Cl:27][C:28]1[CH:36]=[C:35]([Cl:37])[CH:34]=[CH:33][C:29]=1[C:30](O)=[O:31].C(O)(=O)CC(CC(O)=O)(C(O)=O)O. The catalyst class is: 119. (4) Reactant: Cl[C:2]1[CH:7]=[C:6]([C:8]2[CH:13]=[CH:12][C:11]([F:14])=[CH:10][C:9]=2[F:15])[CH:5]=[CH:4][N:3]=1.[N:16]1([C:22]([O:24][C:25]([CH3:28])([CH3:27])[CH3:26])=[O:23])[CH2:21][CH2:20][NH:19][CH2:18][CH2:17]1.C1(P(C2C=CC=CC=2)C2(P(C3C=CC=CC=3)C3C=CC=CC=3)CC=C3C(C=CC=C3)=C2C2C3C(=CC=CC=3)C=CC=2)C=CC=CC=1.CC(C)([O-])C.[Na+]. Product: [F:15][C:9]1[CH:10]=[C:11]([F:14])[CH:12]=[CH:13][C:8]=1[C:6]1[CH:5]=[CH:4][N:3]=[C:2]([N:19]2[CH2:18][CH2:17][N:16]([C:22]([O:24][C:25]([CH3:28])([CH3:27])[CH3:26])=[O:23])[CH2:21][CH2:20]2)[CH:7]=1. The catalyst class is: 584. (5) Reactant: [Br:1][C:2]1[C:3]([SH:8])=[N:4][CH:5]=[CH:6][CH:7]=1.[CH2:9]([O:11][C:12](=[O:17])[C:13](Br)([CH3:15])[CH3:14])[CH3:10].C(=O)([O-])[O-].[Na+].[Na+].Cl. Product: [Br:1][C:2]1[C:3]([S:8][C:13]([CH3:15])([CH3:14])[C:12]([O:11][CH2:9][CH3:10])=[O:17])=[N:4][CH:5]=[CH:6][CH:7]=1. The catalyst class is: 3.